Predict which catalyst facilitates the given reaction. From a dataset of Catalyst prediction with 721,799 reactions and 888 catalyst types from USPTO. (1) Reactant: [CH3:1][O:2][C:3]1[CH:4]=[C:5]([C:13]2[CH:18]=[CH:17][C:16]([N:19]([CH3:42])[CH2:20][CH2:21][N:22]([C:24]3[CH:25]=[CH:26][C:27]([C:30]4[CH:35]=[C:34]([O:36][CH3:37])[C:33]([O:38][CH3:39])=[C:32]([O:40][CH3:41])[CH:31]=4)=[N:28][CH:29]=3)[CH3:23])=[CH:15][N:14]=2)[CH:6]=[C:7]([O:11][CH3:12])[C:8]=1[O:9][CH3:10].[CH3:43][S:44]([OH:47])(=[O:46])=[O:45]. Product: [CH3:43][S:44]([OH:47])(=[O:46])=[O:45].[CH3:43][S:44]([OH:47])(=[O:46])=[O:45].[CH3:37][O:36][C:34]1[CH:35]=[C:30]([C:27]2[CH:26]=[CH:25][C:24]([N:22]([CH3:23])[CH2:21][CH2:20][N:19]([C:16]3[CH:17]=[CH:18][C:13]([C:5]4[CH:4]=[C:3]([O:2][CH3:1])[C:8]([O:9][CH3:10])=[C:7]([O:11][CH3:12])[CH:6]=4)=[N:14][CH:15]=3)[CH3:42])=[CH:29][N:28]=2)[CH:31]=[C:32]([O:40][CH3:41])[C:33]=1[O:38][CH3:39]. The catalyst class is: 100. (2) Reactant: N1C=CN=C1.[NH2:6][C@H:7]([C:11]([OH:13])=[O:12])[CH2:8][CH2:9][OH:10].[Si:14](Cl)([C:17]([CH3:20])([CH3:19])[CH3:18])([CH3:16])[CH3:15].O. Product: [NH2:6][CH:7]([CH2:8][CH2:9][O:10][Si:14]([C:17]([CH3:20])([CH3:19])[CH3:18])([CH3:16])[CH3:15])[C:11]([OH:13])=[O:12]. The catalyst class is: 3. (3) Reactant: [CH3:1][C:2]([O:5][C:6]([N:8]1[CH2:12][C@@H:11]([C:13]([OH:15])=O)[CH2:10][CH2:9]1)=[O:7])([CH3:4])[CH3:3].C(Cl)CCl.[Cl:20][C:21]1[N:26]=[CH:25][C:24]([CH2:27][NH:28][C:29]2[CH:34]=[CH:33][C:32]([F:35])=[CH:31][CH:30]=2)=[CH:23][CH:22]=1. Product: [Cl:20][C:21]1[N:26]=[CH:25][C:24]([CH2:27][N:28]([C:29]2[CH:34]=[CH:33][C:32]([F:35])=[CH:31][CH:30]=2)[C:13]([C@H:11]2[CH2:10][CH2:9][N:8]([C:6]([O:5][C:2]([CH3:1])([CH3:3])[CH3:4])=[O:7])[CH2:12]2)=[O:15])=[CH:23][CH:22]=1. The catalyst class is: 166.